Dataset: Reaction yield outcomes from USPTO patents with 853,638 reactions. Task: Predict the reaction yield, written as a fraction of the theoretical maximum amount of product (1.0 means a 100% yield; for example, 0.34 means a 34% yield). The reactants are [F:1][C:2]([F:13])([F:12])[CH:3]([C:8]([F:11])([F:10])[F:9])[CH:4]([NH2:7])[CH2:5][OH:6].N1C=CC=CC=1.[Cl:20][C:21]1[CH:22]=[C:23]([S:27](Cl)(=[O:29])=[O:28])[S:24][C:25]=1[Cl:26]. The catalyst is C1COCC1. The product is [Cl:20][C:21]1[CH:22]=[C:23]([S:27]([NH:7][CH:4]([CH2:5][OH:6])[CH:3]([C:8]([F:9])([F:10])[F:11])[C:2]([F:12])([F:13])[F:1])(=[O:29])=[O:28])[S:24][C:25]=1[Cl:26]. The yield is 0.0900.